Dataset: CYP2C19 inhibition data for predicting drug metabolism from PubChem BioAssay. Task: Regression/Classification. Given a drug SMILES string, predict its absorption, distribution, metabolism, or excretion properties. Task type varies by dataset: regression for continuous measurements (e.g., permeability, clearance, half-life) or binary classification for categorical outcomes (e.g., BBB penetration, CYP inhibition). Dataset: cyp2c19_veith. (1) The compound is COC(=O)N1CC(=O)N(OC)C1c1ccc(Cl)cc1Cl. The result is 1 (inhibitor). (2) The drug is O=C(Nc1ccc(Cl)cc1)NC1CCCCC1. The result is 1 (inhibitor). (3) The drug is COc1ccc(-c2nc3cnc(Oc4cccc(Cl)c4)nc3n(CCC#N)c2=O)cc1. The result is 0 (non-inhibitor).